Predict which catalyst facilitates the given reaction. From a dataset of Catalyst prediction with 721,799 reactions and 888 catalyst types from USPTO. Reactant: Cl[CH2:2][C:3]([NH:5][C:6]1[C:7]([O:35][CH3:36])=[CH:8][C:9]2[CH2:10][CH2:11][N:12]3[C:18]4[C:19](=[O:29])[N:20]([C:25]([CH3:28])([CH3:27])[CH3:26])[CH2:21][CH2:22][CH2:23][CH2:24][C:17]=4[C:16]([C:30]4[S:31][CH:32]=[CH:33][CH:34]=4)=[C:13]3[C:14]=2[CH:15]=1)=[O:4].[CH2:37]([N:39](CC)[CH2:40]C)C.CNC. Product: [CH3:37][N:39]([CH3:40])[CH2:2][C:3]([NH:5][C:6]1[C:7]([O:35][CH3:36])=[CH:8][C:9]2[CH2:10][CH2:11][N:12]3[C:18]4[C:19](=[O:29])[N:20]([C:25]([CH3:28])([CH3:27])[CH3:26])[CH2:21][CH2:22][CH2:23][CH2:24][C:17]=4[C:16]([C:30]4[S:31][CH:32]=[CH:33][CH:34]=4)=[C:13]3[C:14]=2[CH:15]=1)=[O:4]. The catalyst class is: 198.